This data is from Full USPTO retrosynthesis dataset with 1.9M reactions from patents (1976-2016). The task is: Predict the reactants needed to synthesize the given product. (1) The reactants are: Cl.[C:2]([OH:5])(=[O:4])[CH3:3].O.C(OC(=O)C[C:14]1[CH:19]=[C:18]([Cl:20])[CH:17]=[C:16]([N+:21]([O-:23])=[O:22])[C:15]=1[Cl:24])(C)(C)C. Given the product [Cl:20][C:18]1[CH:17]=[C:16]([N+:21]([O-:23])=[O:22])[C:15]([Cl:24])=[CH:14][C:19]=1[CH2:3][C:2]([OH:5])=[O:4], predict the reactants needed to synthesize it. (2) Given the product [CH3:20][C:21]1[CH:22]=[CH:23][C:24]([S:27]([O:30][CH2:31][CH:32]2[CH2:36][C:35]3[CH:37]=[CH:38][CH:39]=[C:40]([C:5]4[CH:6]=[CH:7][CH:8]=[C:3]([C:2]([F:13])([F:12])[F:1])[CH:4]=4)[C:34]=3[O:33]2)(=[O:28])=[O:29])=[CH:25][CH:26]=1, predict the reactants needed to synthesize it. The reactants are: [F:1][C:2]([F:13])([F:12])[C:3]1[CH:4]=[C:5](B(O)O)[CH:6]=[CH:7][CH:8]=1.C(=O)([O-])[O-].[K+].[K+].[CH3:20][C:21]1[CH:26]=[CH:25][C:24]([S:27]([O:30][CH2:31][CH:32]2[CH2:36][C:35]3[C:37](C4C=CC=CC=4)=[CH:38][CH:39]=[CH:40][C:34]=3[O:33]2)(=[O:29])=[O:28])=[CH:23][CH:22]=1. (3) Given the product [NH2:28][C:19]1[C:18]2[N:17]=[C:16]([CH2:29][CH2:30][CH2:31][CH3:32])[N:15]([CH2:14][CH2:13][CH2:12][CH2:11][NH:10][S:2]([CH3:1])(=[O:5])=[O:3])[C:27]=2[C:26]2[CH:25]=[CH:24][CH:23]=[CH:22][C:21]=2[N:20]=1, predict the reactants needed to synthesize it. The reactants are: [CH3:1][S:2]([O:5]S(C)(=O)=O)(=O)=[O:3].[NH2:10][CH2:11][CH2:12][CH2:13][CH2:14][N:15]1[C:27]2[C:26]3[CH:25]=[CH:24][CH:23]=[CH:22][C:21]=3[N:20]=[C:19]([NH2:28])[C:18]=2[N:17]=[C:16]1[CH2:29][CH2:30][CH2:31][CH3:32].